The task is: Predict the product of the given reaction.. This data is from Forward reaction prediction with 1.9M reactions from USPTO patents (1976-2016). (1) The product is: [ClH:45].[ClH:1].[CH2:47]([O:3][C:2](=[O:4])[CH2:5][NH:6][C@@H:7]([C:21]([N:23]1[CH2:42][CH2:41][CH2:40][C@H:24]1[C:25]([NH:27][CH2:28][C:29]1[CH:30]=[C:31]2[C:36](=[CH:37][CH:38]=1)[C:35]([NH2:39])=[N:34][CH:33]=[CH:32]2)=[O:26])=[O:22])[CH:8]([C:9]1[CH:10]=[CH:11][CH:12]=[CH:13][CH:14]=1)[C:15]1[CH:20]=[CH:19][CH:18]=[CH:17][CH:16]=1)[CH2:48][CH3:49]. Given the reactants [ClH:1].[C:2]([CH2:5][NH:6][C@@H:7]([C:21]([N:23]1[CH2:42][CH2:41][CH2:40][C@H:24]1[C:25]([NH:27][CH2:28][C:29]1[CH:30]=[C:31]2[C:36](=[CH:37][CH:38]=1)[C:35]([NH2:39])=[N:34][CH:33]=[CH:32]2)=[O:26])=[O:22])[CH:8]([C:15]1[CH:20]=[CH:19][CH:18]=[CH:17][CH:16]=1)[C:9]1[CH:14]=[CH:13][CH:12]=[CH:11][CH:10]=1)([OH:4])=[O:3].S(Cl)([Cl:45])=O.[CH2:47](O)[CH2:48][CH3:49], predict the reaction product. (2) Given the reactants [Cl:1][C:2]1[CH:7]=[CH:6][C:5]([S:8](Cl)(=[O:10])=[O:9])=[CH:4][C:3]=1[N+:12]([O-:14])=[O:13].[CH3:15][NH2:16].O, predict the reaction product. The product is: [Cl:1][C:2]1[CH:7]=[CH:6][C:5]([S:8]([NH:16][CH3:15])(=[O:10])=[O:9])=[CH:4][C:3]=1[N+:12]([O-:14])=[O:13]. (3) Given the reactants [Cl:1][C:2]1[CH:7]=[C:6]([O:8][C:9]2[CH:14]=[CH:13][CH:12]=[CH:11][C:10]=2[Cl:15])[CH:5]=[CH:4][C:3]=1[C:16](=[N:18]O)[CH3:17].N.[H][H], predict the reaction product. The product is: [Cl:1][C:2]1[CH:7]=[C:6]([O:8][C:9]2[CH:14]=[CH:13][CH:12]=[CH:11][C:10]=2[Cl:15])[CH:5]=[CH:4][C:3]=1[CH:16]([NH2:18])[CH3:17]. (4) Given the reactants [CH3:1][CH:2]([NH:12][C:13]([CH3:16])([CH3:15])[CH3:14])[C:3]([C:5]1[CH:6]=[CH:7][CH:8]=[C:9]([Cl:11])[CH:10]=1)=[O:4].Cl.ClC1C=C(C(=O)C(NC(C)(C)C)C)C=CC=1.C(N(CC)CC)C.[Cl:41][C:42]1[CH:47]=[C:46]([NH:48][CH2:49][C:50]2[O:51][CH:52]=[CH:53][CH:54]=2)[C:45]([C:55]([O:57][CH2:58][C:59]([Cl:62])([Cl:61])[Cl:60])=[O:56])=[CH:44][C:43]=1[S:63]([NH:66][CH2:67][O:68][C:69](=[O:79])[CH2:70][CH2:71][CH2:72][CH2:73][C:74]([O:76][CH2:77]Cl)=[O:75])(=[O:65])=[O:64], predict the reaction product. The product is: [Cl:41][C:42]1[CH:47]=[C:46]([NH:48][CH2:49][C:50]2[O:51][CH:52]=[CH:53][CH:54]=2)[C:45]([C:55]([O:57][CH2:58][C:59]([Cl:60])([Cl:62])[Cl:61])=[O:56])=[CH:44][C:43]=1[S:63]([NH:66][CH2:67][O:68][C:69](=[O:79])[CH2:70][CH2:71][CH2:72][CH2:73][C:74]([O:76][CH2:77][N:12]([C:13]([CH3:15])([CH3:14])[CH3:16])[CH:2]([CH3:1])[C:3]([C:5]1[CH:6]=[CH:7][CH:8]=[C:9]([Cl:11])[CH:10]=1)=[O:4])=[O:75])(=[O:65])=[O:64]. (5) Given the reactants [CH3:1][O:2][C:3]([C:5]1[N:9]=[CH:8][NH:7][N:6]=1)=[O:4].F[C:11]1[CH:18]=[CH:17][C:14]([C:15]#[N:16])=[CH:13][CH:12]=1, predict the reaction product. The product is: [CH3:1][O:2][C:3]([C:5]1[N:9]=[CH:8][N:7]([C:11]2[CH:18]=[CH:17][C:14]([C:15]#[N:16])=[CH:13][CH:12]=2)[N:6]=1)=[O:4].